Dataset: Reaction yield outcomes from USPTO patents with 853,638 reactions. Task: Predict the reaction yield, written as a fraction of the theoretical maximum amount of product (1.0 means a 100% yield; for example, 0.34 means a 34% yield). (1) The reactants are [OH:1][C:2]1([CH2:17][CH:18]=O)[CH2:6][CH2:5][CH2:4][CH:3]1[C:7]([O:9][CH2:10][C:11]1[CH:16]=[CH:15][CH:14]=[CH:13][CH:12]=1)=[O:8].[C:20](=[O:27])([O:22][C:23]([CH3:26])([CH3:25])[CH3:24])[NH2:21].C([SiH](CC)CC)C.FC(F)(F)C(O)=O. The catalyst is C(#N)C. The product is [C:23]([O:22][C:20]([NH:21][CH2:18][CH2:17][C:2]1([OH:1])[CH2:6][CH2:5][CH2:4][CH:3]1[C:7]([O:9][CH2:10][C:11]1[CH:12]=[CH:13][CH:14]=[CH:15][CH:16]=1)=[O:8])=[O:27])([CH3:26])([CH3:25])[CH3:24]. The yield is 0.421. (2) The reactants are [CH:1]([N:14]1[CH2:19][CH2:18][NH:17][CH2:16][CH2:15]1)([C:8]1[CH:13]=[CH:12][CH:11]=[CH:10][CH:9]=1)[C:2]1[CH:7]=[CH:6][CH:5]=[CH:4][CH:3]=1.[C:20]1([CH:26]([C:31]2[CH:36]=[CH:35][CH:34]=[CH:33][CH:32]=2)[CH2:27][C:28](O)=[O:29])[CH:25]=[CH:24][CH:23]=[CH:22][CH:21]=1.C(Cl)CCl. The catalyst is C(Cl)Cl.CN(C1C=CN=CC=1)C. The product is [CH:1]([N:14]1[CH2:19][CH2:18][N:17]([C:28](=[O:29])[CH2:27][CH:26]([C:20]2[CH:25]=[CH:24][CH:23]=[CH:22][CH:21]=2)[C:31]2[CH:36]=[CH:35][CH:34]=[CH:33][CH:32]=2)[CH2:16][CH2:15]1)([C:8]1[CH:13]=[CH:12][CH:11]=[CH:10][CH:9]=1)[C:2]1[CH:7]=[CH:6][CH:5]=[CH:4][CH:3]=1. The yield is 0.780.